From a dataset of Forward reaction prediction with 1.9M reactions from USPTO patents (1976-2016). Predict the product of the given reaction. (1) Given the reactants Cl[C:2]1[C:3](=[O:16])[NH:4][C:5]2[C:10]([N:11]=1)=[CH:9][C:8]([C:12]([O:14][CH3:15])=[O:13])=[CH:7][CH:6]=2.[CH3:17][C@@H:18]([NH2:21])[CH2:19][CH3:20].CCN(C(C)C)C(C)C, predict the reaction product. The product is: [C@H:18]([NH:21][C:2]1[C:3](=[O:16])[NH:4][C:5]2[C:10]([N:11]=1)=[CH:9][C:8]([C:12]([O:14][CH3:15])=[O:13])=[CH:7][CH:6]=2)([CH2:19][CH3:20])[CH3:17]. (2) Given the reactants [CH3:1][N:2]([CH3:27])[S:3]([C:6]1[C:11]2=[CH:12][CH:13]=[C:14]3[C:23]([N:22]=[C:21]4[C:16]([CH:17]=[CH:18][CH:19]=[C:20]4[C:24](O)=[O:25])=[N:15]3)=[C:10]2[CH:9]=[CH:8][CH:7]=1)(=[O:5])=[O:4].CN(C)S(C1C=CC2=C3C(=CC=C2C=1)N=C1C(C(C(O)=O)=CC=C1)=N3)(=O)=O.[CH3:55][N:56]([CH3:60])[CH2:57][CH2:58][NH2:59], predict the reaction product. The product is: [CH3:55][N:56]([CH3:60])[CH2:57][CH2:58][NH:59][C:24]([C:20]1[C:21]2[C:16](=[N:15][C:14]3[C:23]([N:22]=2)=[C:10]2[CH:9]=[CH:8][CH:7]=[C:6]([S:3](=[O:4])(=[O:5])[N:2]([CH3:1])[CH3:27])[C:11]2=[CH:12][CH:13]=3)[CH:17]=[CH:18][CH:19]=1)=[O:25]. (3) Given the reactants [C:1]([O:5][C:6]([N:8]1[CH2:13][CH2:12][N:11]([C:14]2[N:19]=[CH:18][C:17]([C:20]3[CH:25]=[CH:24][C:23](F)=[CH:22][CH:21]=3)=[CH:16][N:15]=2)[CH2:10][CH2:9]1)=[O:7])([CH3:4])([CH3:3])[CH3:2].C(OC(N1CCN(C2N=CC(Br)=CN=2)CC1)=O)(C)(C)C.[F:47][C:48]([F:59])([F:58])C1C=CC(B(O)O)=CC=1, predict the reaction product. The product is: [C:1]([O:5][C:6]([N:8]1[CH2:9][CH2:10][N:11]([C:14]2[N:19]=[CH:18][C:17]([C:20]3[CH:25]=[CH:24][C:23]([C:48]([F:59])([F:58])[F:47])=[CH:22][CH:21]=3)=[CH:16][N:15]=2)[CH2:12][CH2:13]1)=[O:7])([CH3:2])([CH3:3])[CH3:4]. (4) The product is: [CH:29]([C:28]1[CH:31]=[CH:32][C:25]([O:1][C:2]2[C:11]3[C:6](=[CH:7][C:8]([O:12][CH3:13])=[CH:9][CH:10]=3)[CH:5]=[CH:4][C:3]=2[C:14]2[CH:19]=[CH:18][CH:17]=[C:16]([O:20][CH3:21])[CH:15]=2)=[CH:26][CH:27]=1)=[O:30]. Given the reactants [OH:1][C:2]1[C:11]2[C:6](=[CH:7][C:8]([O:12][CH3:13])=[CH:9][CH:10]=2)[CH:5]=[CH:4][C:3]=1[C:14]1[CH:19]=[CH:18][CH:17]=[C:16]([O:20][CH3:21])[CH:15]=1.[H-].[Na+].F[C:25]1[CH:32]=[CH:31][C:28]([CH:29]=[O:30])=[CH:27][CH:26]=1, predict the reaction product. (5) Given the reactants [CH3:1][O:2][C:3]1[CH:12]=[CH:11][C:10]2[C:5](=[CH:6][CH:7]=[CH:8][CH:9]=2)[C:4]=1[C:13]1[O:17][C:16]([NH2:18])=[N:15][CH:14]=1.C(N(CC)CC)C.[C:26](Cl)(=[O:28])[CH3:27], predict the reaction product. The product is: [CH3:1][O:2][C:3]1[CH:12]=[CH:11][C:10]2[C:5](=[CH:6][CH:7]=[CH:8][CH:9]=2)[C:4]=1[C:13]1[O:17][C:16]([NH:18][C:26](=[O:28])[CH3:27])=[N:15][CH:14]=1. (6) Given the reactants [Br:1][C:2]1[CH:3]=[N:4][C:5]2[N:6]([N:8]=[C:9]([C:11]([OH:13])=O)[CH:10]=2)[CH:7]=1.[N:14]1[CH:19]=[CH:18][CH:17]=[CH:16][C:15]=1[C:20]1[N:24]2[CH2:25][CH2:26][NH:27][CH2:28][C:23]2=[CH:22][CH:21]=1, predict the reaction product. The product is: [Br:1][C:2]1[CH:3]=[N:4][C:5]2[N:6]([N:8]=[C:9]([C:11]([N:27]3[CH2:26][CH2:25][N:24]4[C:20]([C:15]5[CH:16]=[CH:17][CH:18]=[CH:19][N:14]=5)=[CH:21][CH:22]=[C:23]4[CH2:28]3)=[O:13])[CH:10]=2)[CH:7]=1. (7) Given the reactants [Br:1][C:2]1[CH:7]=[CH:6][CH:5]=[C:4]([S:8]([C:11]([C:13]2[CH:18]=[CH:17][C:16]([C:19]([F:28])([C:24]([F:27])([F:26])[F:25])[C:20]([F:23])([F:22])[F:21])=[CH:15][CH:14]=2)=[CH2:12])(=[O:10])=[O:9])[CH:3]=1.[CH2:29]([N:36]([CH2:40][Si](C)(C)C)[CH2:37]OC)[C:30]1[CH:35]=[CH:34][CH:33]=[CH:32][CH:31]=1, predict the reaction product. The product is: [CH2:29]([N:36]1[CH2:40][CH2:12][C:11]([S:8]([C:4]2[CH:5]=[CH:6][CH:7]=[C:2]([Br:1])[CH:3]=2)(=[O:10])=[O:9])([C:13]2[CH:18]=[CH:17][C:16]([C:19]([F:28])([C:20]([F:22])([F:23])[F:21])[C:24]([F:26])([F:25])[F:27])=[CH:15][CH:14]=2)[CH2:37]1)[C:30]1[CH:35]=[CH:34][CH:33]=[CH:32][CH:31]=1. (8) Given the reactants [Cl:1][C:2]1[CH:7]=[CH:6][C:5]([NH:8][C:9]([CH:11]2[CH2:20][C:19]3[C:14](=[CH:15][CH:16]=[C:17]([O:21][C:22]4[CH:27]=[CH:26][N:25]=[C:24]([C:28]5[NH:29][CH2:30][CH2:31][N:32]=5)[CH:23]=4)[CH:18]=3)[CH2:13][NH:12]2)=[O:10])=[CH:4][C:3]=1[C:33]([F:36])([F:35])[F:34].C=O.[C:39]([BH3-])#N.[Na+].[C:43]([O-:46])(O)=[O:44].[Na+], predict the reaction product. The product is: [Cl:1][C:2]1[CH:7]=[CH:6][C:5]([NH:8][C:9]([CH:11]2[CH2:20][C:19]3[C:14](=[CH:15][CH:16]=[C:17]([O:21][C:22]4[CH:27]=[CH:26][N:25]=[C:24]([C:28]5[NH:29][CH2:30][CH2:31][N:32]=5)[CH:23]=4)[CH:18]=3)[CH2:13][N:12]2[CH3:39])=[O:10])=[CH:4][C:3]=1[C:33]([F:36])([F:34])[F:35].[CH3:16][C:17]([CH2:18][C:43]([OH:46])=[O:44])=[O:21].